Regression. Given two drug SMILES strings and cell line genomic features, predict the synergy score measuring deviation from expected non-interaction effect. From a dataset of Merck oncology drug combination screen with 23,052 pairs across 39 cell lines. Drug 1: CC(=O)OC1C(=O)C2(C)C(O)CC3OCC3(OC(C)=O)C2C(OC(=O)c2ccccc2)C2(O)CC(OC(=O)C(O)C(NC(=O)c3ccccc3)c3ccccc3)C(C)=C1C2(C)C. Drug 2: COC1=C2CC(C)CC(OC)C(O)C(C)C=C(C)C(OC(N)=O)C(OC)C=CC=C(C)C(=O)NC(=CC1=O)C2=O. Cell line: NCIH520. Synergy scores: synergy=-17.0.